This data is from Forward reaction prediction with 1.9M reactions from USPTO patents (1976-2016). The task is: Predict the product of the given reaction. Given the reactants C(O[BH-](OC(=O)C)OC(=O)C)(=O)C.[Na+].[C:15]([O:19][C:20]([N:22]1[CH2:27][CH2:26][C:25](=O)[CH2:24][CH:23]1[CH3:29])=[O:21])([CH3:18])([CH3:17])[CH3:16].[CH:30]1([NH2:33])[CH2:32][CH2:31]1.C(O)(=O)C, predict the reaction product. The product is: [C:15]([O:19][C:20]([N:22]1[CH2:27][CH2:26][CH:25]([NH:33][CH:30]2[CH2:32][CH2:31]2)[CH2:24][CH:23]1[CH3:29])=[O:21])([CH3:18])([CH3:17])[CH3:16].